This data is from NCI-60 drug combinations with 297,098 pairs across 59 cell lines. The task is: Regression. Given two drug SMILES strings and cell line genomic features, predict the synergy score measuring deviation from expected non-interaction effect. (1) Drug 1: C1=CC(=CC=C1CCCC(=O)O)N(CCCl)CCCl. Drug 2: CC1=C2C(C(=O)C3(C(CC4C(C3C(C(C2(C)C)(CC1OC(=O)C(C(C5=CC=CC=C5)NC(=O)OC(C)(C)C)O)O)OC(=O)C6=CC=CC=C6)(CO4)OC(=O)C)O)C)O. Cell line: SW-620. Synergy scores: CSS=29.3, Synergy_ZIP=-13.7, Synergy_Bliss=-9.34, Synergy_Loewe=-22.6, Synergy_HSA=-4.57. (2) Drug 1: C1CC(C1)(C(=O)O)C(=O)O.[NH2-].[NH2-].[Pt+2]. Drug 2: CC(C)NC(=O)C1=CC=C(C=C1)CNNC.Cl. Cell line: NCI-H460. Synergy scores: CSS=23.6, Synergy_ZIP=-2.01, Synergy_Bliss=3.05, Synergy_Loewe=-0.488, Synergy_HSA=-0.189.